From a dataset of Peptide-MHC class I binding affinity with 185,985 pairs from IEDB/IMGT. Regression. Given a peptide amino acid sequence and an MHC pseudo amino acid sequence, predict their binding affinity value. This is MHC class I binding data. The peptide sequence is NLWNGIVPM. The MHC is HLA-A02:03 with pseudo-sequence HLA-A02:03. The binding affinity (normalized) is 0.315.